This data is from Forward reaction prediction with 1.9M reactions from USPTO patents (1976-2016). The task is: Predict the product of the given reaction. The product is: [CH2:16]([O:1][C:2]1[CH:12]=[C:11]([N+:13]([O-:15])=[O:14])[CH:10]=[CH:9][C:3]=1[C:4]([O:6][CH2:7][CH3:8])=[O:5])[CH2:17][CH3:18]. Given the reactants [OH:1][C:2]1[CH:12]=[C:11]([N+:13]([O-:15])=[O:14])[CH:10]=[CH:9][C:3]=1[C:4]([O:6][CH2:7][CH3:8])=[O:5].[CH2:16](Br)[CH2:17][CH3:18].C([O-])([O-])=O.[K+].[K+].CC(C)=O, predict the reaction product.